Dataset: Full USPTO retrosynthesis dataset with 1.9M reactions from patents (1976-2016). Task: Predict the reactants needed to synthesize the given product. (1) Given the product [Br:34][C:31]1[CH:32]=[CH:33][C:24]([NH:23][C:6](=[O:8])[C:5]2[CH:9]=[CH:10][C:2]([Br:1])=[C:3]([S:11](=[O:13])(=[O:12])[NH:20][C:19]3[CH:21]=[CH:22][C:16]([Br:15])=[CH:17][CH:18]=3)[CH:4]=2)=[C:25]([CH:30]=1)[C:26]([OH:28])=[O:27], predict the reactants needed to synthesize it. The reactants are: [Br:1][C:2]1[CH:10]=[CH:9][C:5]([C:6]([OH:8])=O)=[CH:4][C:3]=1[S:11](Cl)(=[O:13])=[O:12].[Br:15][C:16]1[CH:22]=[CH:21][C:19]([NH2:20])=[CH:18][CH:17]=1.[NH2:23][C:24]1[CH:33]=[CH:32][C:31]([Br:34])=[CH:30][C:25]=1[C:26]([O:28]C)=[O:27]. (2) The reactants are: [C:1]([O:5][C:6]([NH:8][CH2:9][C:10]([CH3:28])([CH3:27])[CH2:11][O:12][C:13]1[CH:22]=[C:21]([C:23]([CH3:26])([CH3:25])[CH3:24])[CH:20]=[CH:19][C:14]=1[C:15]([O:17][CH3:18])=[O:16])=[O:7])([CH3:4])([CH3:3])[CH3:2].CI.[CH3:31][Si]([N-][Si](C)(C)C)(C)C.[Na+]. Given the product [C:1]([O:5][C:6]([N:8]([CH3:31])[CH2:9][C:10]([CH3:28])([CH3:27])[CH2:11][O:12][C:13]1[CH:22]=[C:21]([C:23]([CH3:26])([CH3:25])[CH3:24])[CH:20]=[CH:19][C:14]=1[C:15]([O:17][CH3:18])=[O:16])=[O:7])([CH3:3])([CH3:4])[CH3:2], predict the reactants needed to synthesize it. (3) Given the product [Br:1][CH2:2][C:3]([NH:18][CH2:6][CH2:7][CH2:8][CH2:9][CH2:10][CH2:11][CH2:12][CH2:13][CH2:14][CH2:15][CH2:16][CH3:17])=[O:4], predict the reactants needed to synthesize it. The reactants are: [Br:1][CH2:2][C:3](Br)=[O:4].[CH2:6]([NH2:18])[CH2:7][CH2:8][CH2:9][CH2:10][CH2:11][CH2:12][CH2:13][CH2:14][CH2:15][CH2:16][CH3:17].C(N(CC)CC)C.